Regression. Given a peptide amino acid sequence and an MHC pseudo amino acid sequence, predict their binding affinity value. This is MHC class II binding data. From a dataset of Peptide-MHC class II binding affinity with 134,281 pairs from IEDB. (1) The peptide sequence is SGMAEATSLDTMAQM. The MHC is DRB1_0701 with pseudo-sequence DRB1_0701. The binding affinity (normalized) is 0.382. (2) The peptide sequence is EKKYFAYTQFEPLAA. The binding affinity (normalized) is 0.804. The MHC is DRB1_0701 with pseudo-sequence DRB1_0701. (3) The peptide sequence is YFESFVREFVATART. The MHC is DRB1_0802 with pseudo-sequence DRB1_0802. The binding affinity (normalized) is 0.720. (4) The peptide sequence is MGQLISFFGEIPSII. The MHC is DRB1_0901 with pseudo-sequence DRB1_0901. The binding affinity (normalized) is 0.726. (5) The peptide sequence is QGQWRGAAGTAAQAA. The MHC is HLA-DPA10301-DPB10402 with pseudo-sequence HLA-DPA10301-DPB10402. The binding affinity (normalized) is 0. (6) The peptide sequence is GAYFVSSGKYEGGNI. The MHC is DRB1_0401 with pseudo-sequence DRB1_0401. The binding affinity (normalized) is 0.252. (7) The peptide sequence is STQLIMPVPGILLTG. The MHC is DRB1_1101 with pseudo-sequence DRB1_1101. The binding affinity (normalized) is 0.328.